Dataset: Full USPTO retrosynthesis dataset with 1.9M reactions from patents (1976-2016). Task: Predict the reactants needed to synthesize the given product. (1) The reactants are: [F:1][C:2]([F:31])([F:30])[C:3]([C:9]1[CH:29]=[CH:28][C:12]([CH2:13][N:14]2[CH2:20][CH2:19][CH2:18][N:17](C(OC(C)(C)C)=O)[CH2:16][CH2:15]2)=[CH:11][CH:10]=1)([OH:8])[C:4]([F:7])([F:6])[F:5].FC(F)(F)C(O)=O. Given the product [N:14]1([CH2:13][C:12]2[CH:28]=[CH:29][C:9]([C:3]([OH:8])([C:2]([F:1])([F:30])[F:31])[C:4]([F:6])([F:7])[F:5])=[CH:10][CH:11]=2)[CH2:20][CH2:19][CH2:18][NH:17][CH2:16][CH2:15]1, predict the reactants needed to synthesize it. (2) Given the product [ClH:32].[F:1][C:2]1[CH:31]=[CH:30][C:5]([C:6]([NH:8][C:9]2[S:10][CH:11]=[C:12]([C:14]([NH:16][CH:17]3[CH2:22][CH2:21][NH:20][CH2:19][CH2:18]3)=[O:15])[N:13]=2)=[O:7])=[CH:4][CH:3]=1, predict the reactants needed to synthesize it. The reactants are: [F:1][C:2]1[CH:31]=[CH:30][C:5]([C:6]([NH:8][C:9]2[S:10][CH:11]=[C:12]([C:14]([NH:16][CH:17]3[CH2:22][CH2:21][N:20](C(OC(C)(C)C)=O)[CH2:19][CH2:18]3)=[O:15])[N:13]=2)=[O:7])=[CH:4][CH:3]=1.[ClH:32]. (3) Given the product [CH2:1]([O:5][CH2:6][CH2:7][O:8][C:9]1[CH:10]=[CH:11][C:12]([C:15]2[CH:20]=[CH:19][C:18]([N:21]3[CH2:25][CH2:24][CH2:23][CH2:22]3)=[C:17](/[C:26](/[CH3:33])=[CH:27]/[C:28]([OH:30])=[O:29])[CH:16]=2)=[CH:13][CH:14]=1)[CH2:2][CH2:3][CH3:4], predict the reactants needed to synthesize it. The reactants are: [CH2:1]([O:5][CH2:6][CH2:7][O:8][C:9]1[CH:14]=[CH:13][C:12]([C:15]2[CH:20]=[CH:19][C:18]([N:21]3[CH2:25][CH2:24][CH2:23][CH2:22]3)=[C:17](/[C:26](/[CH3:33])=[CH:27]/[C:28]([O:30]CC)=[O:29])[CH:16]=2)=[CH:11][CH:10]=1)[CH2:2][CH2:3][CH3:4].[OH-].[Na+].O.Cl. (4) The reactants are: [CH3:1][O:2][C:3]1[CH:22]=[CH:21][C:6]([CH2:7][C@@H:8]2[C:12]3=[N:13][C:14]4[CH:19]=[CH:18][CH:17]=[CH:16][C:15]=4[N:11]3[C:10](=[O:20])[NH:9]2)=[CH:5][CH:4]=1.Cl.[CH3:24][O:25][C:26]1[CH:27]=[C:28]2[C:32](=[CH:33][C:34]=1[O:35][CH3:36])[CH:31]([NH2:37])[CH2:30][CH2:29]2.C(O)(C(F)(F)F)=O. Given the product [NH:11]1[C:15]2[CH:16]=[CH:17][CH:18]=[CH:19][C:14]=2[N:13]=[C:12]1[C@H:8]([NH:9][C:10]([NH:37][CH:31]1[C:32]2[C:28](=[CH:27][C:26]([O:25][CH3:24])=[C:34]([O:35][CH3:36])[CH:33]=2)[CH2:29][CH2:30]1)=[O:20])[CH2:7][C:6]1[CH:21]=[CH:22][C:3]([O:2][CH3:1])=[CH:4][CH:5]=1, predict the reactants needed to synthesize it. (5) The reactants are: C([O:3][C:4]([C@@H:6]1[CH2:11][CH2:10][C@@H:9]([NH:12][O:13][CH2:14][C:15]2[CH:20]=[CH:19][CH:18]=[CH:17][CH:16]=2)[CH2:8][NH:7]1)=O)C.[NH3:21]. Given the product [CH2:14]([O:13][NH:12][C@H:9]1[CH2:8][NH:7][C@H:6]([C:4]([NH2:21])=[O:3])[CH2:11][CH2:10]1)[C:15]1[CH:20]=[CH:19][CH:18]=[CH:17][CH:16]=1, predict the reactants needed to synthesize it. (6) Given the product [Br:1][C:2]1[CH:7]=[CH:6][C:5]([O:8][CH2:10][CH:11]2[CH2:13][C:12]2([F:15])[F:14])=[CH:4][N:3]=1, predict the reactants needed to synthesize it. The reactants are: [Br:1][C:2]1[CH:7]=[CH:6][C:5]([OH:8])=[CH:4][N:3]=1.Br[CH2:10][CH:11]1[CH2:13][C:12]1([F:15])[F:14].C([O-])([O-])=O.[K+].[K+]. (7) Given the product [C:1]([C:5]1[CH:10]=[CH:9][C:8]([S:11]([N:14]2[C:20]3[CH:21]=[C:22]([C:25](=[N:37][OH:38])[CH3:26])[CH:23]=[CH:24][C:19]=3[NH:18][C:17]3[N:28]=[C:29]([C:32]([F:35])([F:34])[F:33])[CH:30]=[CH:31][C:16]=3[CH2:15]2)(=[O:13])=[O:12])=[CH:7][CH:6]=1)([CH3:4])([CH3:3])[CH3:2], predict the reactants needed to synthesize it. The reactants are: [C:1]([C:5]1[CH:10]=[CH:9][C:8]([S:11]([N:14]2[C:20]3[CH:21]=[C:22]([C:25](=O)[CH3:26])[CH:23]=[CH:24][C:19]=3[NH:18][C:17]3[N:28]=[C:29]([C:32]([F:35])([F:34])[F:33])[CH:30]=[CH:31][C:16]=3[CH2:15]2)(=[O:13])=[O:12])=[CH:7][CH:6]=1)([CH3:4])([CH3:3])[CH3:2].Cl.[NH2:37][OH:38].N1C=CC=CC=1.